The task is: Predict the product of the given reaction.. This data is from Forward reaction prediction with 1.9M reactions from USPTO patents (1976-2016). (1) Given the reactants [CH3:1][C:2](=[O:7])[CH2:3][C:4](=[O:6])[CH3:5].CCN(CC)CC.Cl[C:16](=[N:24]O)[C:17]1[CH:22]=[CH:21][CH:20]=[C:19]([Br:23])[CH:18]=1, predict the reaction product. The product is: [Br:23][C:19]1[CH:18]=[C:17]([C:16]2[C:3]([C:2](=[O:7])[CH3:1])=[C:4]([CH3:5])[O:6][N:24]=2)[CH:22]=[CH:21][CH:20]=1. (2) Given the reactants O=P(Cl)(Cl)Cl.[CH3:6][C:7]1[NH:8][C:9]2[C:14]([CH:15]=1)=[CH:13][CH:12]=[CH:11][CH:10]=2.[OH-].[Na+].CN([CH:21]=[O:22])C, predict the reaction product. The product is: [CH3:6][C:7]1[NH:8][C:9]2[C:14]([C:15]=1[CH:21]=[O:22])=[CH:13][CH:12]=[CH:11][CH:10]=2. (3) Given the reactants [CH2:1]([O:3][C:4]1[N:9]=[CH:8][N:7]=[C:6]2[N:10](C(C3C=CC=CC=3)(C3C=CC=CC=3)C3C=CC=CC=3)[N:11]=[C:12]([C:13]3[CH:18]=[CH:17][CH:16]=[C:15](F)[N:14]=3)[C:5]=12)[CH3:2].[CH2:39]([C@H:43]1[CH2:48][NH:47][CH2:46][CH2:45][N:44]1C(OC(C)(C)C)=O)[CH:40]([CH3:42])[CH3:41].CCN(C(C)C)C(C)C.C([SiH](CC)CC)C.C(O)(C(F)(F)F)=O, predict the reaction product. The product is: [CH2:1]([O:3][C:4]1[N:9]=[CH:8][N:7]=[C:6]2[NH:10][N:11]=[C:12]([C:13]3[CH:18]=[CH:17][CH:16]=[C:15]([N:47]4[CH2:46][CH2:45][NH:44][CH:43]([CH2:39][CH:40]([CH3:42])[CH3:41])[CH2:48]4)[N:14]=3)[C:5]=12)[CH3:2]. (4) Given the reactants [Cl:1][C:2]1[CH:3]=[CH:4][C:5]([S:21]([CH2:24][CH3:25])(=[O:23])=[O:22])=[C:6]([CH:20]=1)[NH:7][N:8]1[C:17](=[O:18])[C:16]2[C:11](=[CH:12][CH:13]=[C:14](I)[CH:15]=2)[N:10]=[CH:9]1.[CH2:26]([Sn](CCCC)(CCCC)C#CC)[CH2:27][CH2:28]C.O.C(OCC)(=O)C, predict the reaction product. The product is: [Cl:1][C:2]1[CH:3]=[CH:4][C:5]([S:21]([CH2:24][CH3:25])(=[O:23])=[O:22])=[C:6]([CH:20]=1)[NH:7][N:8]1[C:17](=[O:18])[C:16]2[C:11](=[CH:12][CH:13]=[C:14]([C:26]#[C:27][CH3:28])[CH:15]=2)[N:10]=[CH:9]1. (5) Given the reactants [H-].[Na+].[CH3:3][O:4][C:5]([C:7]1[C:12]([NH2:13])=[N:11][C:10](Cl)=[CH:9][N:8]=1)=[O:6].[NH4+].[Cl-].[CH3:17][OH:18], predict the reaction product. The product is: [CH3:3][O:4][C:5]([CH:7]1[C:12]([NH2:13])=[N:11][CH:10]=[CH:9][N:8]1[O:18][CH3:17])=[O:6].